From a dataset of Forward reaction prediction with 1.9M reactions from USPTO patents (1976-2016). Predict the product of the given reaction. (1) Given the reactants CO[C:3]([C:5]1[N:6]=[CH:7][C:8]2[C:13]([C:14]=1[OH:15])=[CH:12][CH:11]=[C:10]([O:16][C:17]1[CH:22]=[CH:21][CH:20]=[CH:19][CH:18]=1)[CH:9]=2)=[O:4].[NH2:23][CH2:24][CH2:25][C@H:26]([OH:30])[C:27]([OH:29])=[O:28].CO.Cl, predict the reaction product. The product is: [OH:30][C@@H:26]([CH2:25][CH2:24][NH:23][C:3]([C:5]1[N:6]=[CH:7][C:8]2[C:13]([C:14]=1[OH:15])=[CH:12][CH:11]=[C:10]([O:16][C:17]1[CH:18]=[CH:19][CH:20]=[CH:21][CH:22]=1)[CH:9]=2)=[O:4])[C:27]([OH:29])=[O:28]. (2) The product is: [CH3:14][C@H:15]1[NH:16][CH2:17][CH2:18][N:19]([CH:8]2[CH2:9][CH2:10][CH2:11][CH2:12][CH:7]2[C:1]2[CH:2]=[CH:3][CH:4]=[CH:5][CH:6]=2)[CH2:20]1. Given the reactants [C:1]1([CH:7]2[CH2:12][CH2:11][CH2:10][CH2:9][C:8]2=O)[CH:6]=[CH:5][CH:4]=[CH:3][CH:2]=1.[CH3:14][C@@H:15]1[CH2:20][NH:19][CH2:18][CH2:17][NH:16]1.[BH4-].[Na+], predict the reaction product. (3) The product is: [Br:25][C:26]1[CH:32]=[C:31]([CH3:33])[CH:30]=[CH:29][C:27]=1[NH:28][C:2]1[N:6]([CH2:7][CH2:8][CH2:9][C:10]([O:12][CH2:13][CH3:14])=[O:11])[C:5]2[C:15]([CH:20]([CH2:23][CH3:24])[CH2:21][CH3:22])=[CH:16][CH:17]=[C:18]([Cl:19])[C:4]=2[N:3]=1. Given the reactants Cl[C:2]1[N:6]([CH2:7][CH2:8][CH2:9][C:10]([O:12][CH2:13][CH3:14])=[O:11])[C:5]2[C:15]([CH:20]([CH2:23][CH3:24])[CH2:21][CH3:22])=[CH:16][CH:17]=[C:18]([Cl:19])[C:4]=2[N:3]=1.[Br:25][C:26]1[CH:32]=[C:31]([CH3:33])[CH:30]=[CH:29][C:27]=1[NH2:28].O.C1(C)C=CC(S(O)(=O)=O)=CC=1.C(=O)([O-])O.[Na+], predict the reaction product. (4) Given the reactants Br[C:2]1[C:3]2[NH:7][C:6]([C:8](C3C=C(C(C)(C)C)C=C(C(C)(C)C)C=3)=[C:9]3[N:40]=[C:12]([C:13](Br)=[C:14]4[NH:38][C:17](=[C:18](C5C=C(C(C)(C)C)C=C(C(C)(C)C)C=5)[C:19]5[CH:20]=[CH:21][C:22]=1[N:23]=5)[CH:16]=[CH:15]4)[CH:11]=[CH:10]3)=[CH:5][CH:4]=2.C1C=CC(P(C2C(OC3C(P(C4C=CC=CC=4)C4C=CC=CC=4)=CC=CC=3)=CC=CC=2)C2C=CC=CC=2)=CC=1.C([O-])([O-])=O.[Cs+].[Cs+].C(OCC)(=O)C, predict the reaction product. The product is: [C:3]12[CH:2]=[C:22]3[N:23]=[C:19]([CH:20]=[CH:21]3)[CH:18]=[C:17]3[NH:38][C:14]([CH:15]=[CH:16]3)=[CH:13][C:12]3=[N:40][C:9]([CH:10]=[CH:11]3)=[CH:8][C:6]([NH:7]1)=[CH:5][CH:4]=2. (5) Given the reactants Br[C:2]1[CH:7]=[C:6]([CH3:8])[C:5]([Br:9])=[CH:4][N:3]=1.[CH:10]([N:13]1[CH2:18][CH2:17][NH:16][CH2:15][CH2:14]1)([CH3:12])[CH3:11].N1C=CC=CC=1, predict the reaction product. The product is: [Br:9][C:5]1[C:6]([CH3:8])=[CH:7][C:2]([N:16]2[CH2:17][CH2:18][N:13]([CH:10]([CH3:12])[CH3:11])[CH2:14][CH2:15]2)=[N:3][CH:4]=1. (6) Given the reactants [OH-].[Na+].C[O:4][C:5](=[O:45])[CH2:6][C:7]1[CH:12]=[CH:11][C:10]([C:13]2[CH:18]=[CH:17][C:16]([C:19]([CH2:41][CH3:42])([C:22]3[CH:27]=[CH:26][C:25]([CH2:28][CH2:29][C:30]([OH:39])([C:35]([F:38])([F:37])[F:36])[C:31]([F:34])([F:33])[F:32])=[C:24]([CH3:40])[CH:23]=3)[CH2:20][CH3:21])=[CH:15][C:14]=2[CH3:43])=[CH:9][C:8]=1[F:44].[Cl-].[NH4+], predict the reaction product. The product is: [CH2:20]([C:19]([C:16]1[CH:17]=[CH:18][C:13]([C:10]2[CH:11]=[CH:12][C:7]([CH2:6][C:5]([OH:45])=[O:4])=[C:8]([F:44])[CH:9]=2)=[C:14]([CH3:43])[CH:15]=1)([C:22]1[CH:27]=[CH:26][C:25]([CH2:28][CH2:29][C:30]([OH:39])([C:35]([F:36])([F:37])[F:38])[C:31]([F:33])([F:34])[F:32])=[C:24]([CH3:40])[CH:23]=1)[CH2:41][CH3:42])[CH3:21].